Dataset: Acute oral toxicity (LD50) regression data from Zhu et al.. Task: Regression/Classification. Given a drug SMILES string, predict its toxicity properties. Task type varies by dataset: regression for continuous values (e.g., LD50, hERG inhibition percentage) or binary classification for toxic/non-toxic outcomes (e.g., AMES mutagenicity, cardiotoxicity, hepatotoxicity). Dataset: ld50_zhu. (1) The drug is CCOC1Oc2ccc(OS(C)(=O)=O)cc2C1(C)C. The rat oral LD50 is 2.40, given as -log10 of the dose in mol/kg body weight (higher means more acutely toxic). (2) The molecule is CCCc1c(OCc2cccn3c(=O)c(CC(=O)O)cnc23)ccc(C(C)=O)c1O. The rat oral LD50 is 2.01, given as -log10 of the dose in mol/kg body weight (higher means more acutely toxic). (3) The drug is CC=C(CC)C(=O)NC(N)=O. The rat oral LD50 is 1.80, given as -log10 of the dose in mol/kg body weight (higher means more acutely toxic). (4) The drug is CCOC(=O)N(C)SN(C)C(=O)ON=C(C)SC. The rat oral LD50 is 3.12, given as -log10 of the dose in mol/kg body weight (higher means more acutely toxic). (5) The compound is COP(=S)(OC)SC(CCl)N1C(=O)c2ccccc2C1=O. The rat oral LD50 is 3.66, given as -log10 of the dose in mol/kg body weight (higher means more acutely toxic).